This data is from Full USPTO retrosynthesis dataset with 1.9M reactions from patents (1976-2016). The task is: Predict the reactants needed to synthesize the given product. (1) Given the product [C:5]([O:9][C:10](=[O:18])[NH:11][CH:12]1[CH2:17][CH2:16][N:15]([CH2:2][CH2:3][OH:4])[CH2:14][CH2:13]1)([CH3:8])([CH3:6])[CH3:7], predict the reactants needed to synthesize it. The reactants are: Br[CH2:2][CH2:3][OH:4].[C:5]([O:9][C:10](=[O:18])[NH:11][CH:12]1[CH2:17][CH2:16][NH:15][CH2:14][CH2:13]1)([CH3:8])([CH3:7])[CH3:6].C(=O)([O-])[O-].[K+].[K+]. (2) Given the product [CH3:19][O:10][C@@:4]([CH3:3])([CH2:7][CH2:8][CH3:9])[CH2:5][O:6][CH2:11][C:12]1[CH:17]=[CH:16][CH:15]=[CH:14][CH:13]=1, predict the reactants needed to synthesize it. The reactants are: [H-].[Na+].[CH3:3][C@:4]([OH:10])([CH2:7][CH2:8][CH3:9])[CH2:5][OH:6].[CH2:11](Br)[C:12]1[CH:17]=[CH:16][CH:15]=[CH:14][CH:13]=1.[CH3:19]I. (3) Given the product [CH3:11][NH:12][C:5](=[O:6])[C:4]1[CH:8]=[CH:9][CH:10]=[C:2]([SH:1])[CH:3]=1, predict the reactants needed to synthesize it. The reactants are: [SH:1][C:2]1[CH:3]=[C:4]([CH:8]=[CH:9][CH:10]=1)[C:5](O)=[O:6].[CH3:11][N:12]1CCOCC1.C(OC(Cl)=O)C(C)C.CN.C1COCC1.C[O-].[Na+]. (4) Given the product [CH:23]1([CH2:22][N:8]2[C:9]3[C@:10]4([CH3:20])[C:17]([CH3:19])([CH3:18])[C@@H:13]([CH2:12][CH2:11]4)[C:14]=3[C:15](=[O:16])[N:7]2[C:1]2[CH:2]=[CH:3][CH:4]=[CH:5][CH:6]=2)[CH2:26][CH2:25][CH2:24]1, predict the reactants needed to synthesize it. The reactants are: [C:1]1([N:7]2[C:15](=[O:16])[C:14]3[C@@H:13]4[C:17]([CH3:19])([CH3:18])[C@@:10]([CH3:20])([CH2:11][CH2:12]4)[C:9]=3[NH:8]2)[CH:6]=[CH:5][CH:4]=[CH:3][CH:2]=1.Br[CH2:22][CH:23]1[CH2:26][CH2:25][CH2:24]1. (5) Given the product [Cl:22][C:23]1[CH:28]=[CH:27][N:26]=[C:25]2[N:29]([S:45]([C:48]3[CH:53]=[CH:52][C:51]([CH3:54])=[CH:50][CH:49]=3)(=[O:47])=[O:46])[C:30]([C:2]3[C:6]4=[N:7][C:8]([O:13][CH3:14])=[C:9]([O:11][CH3:12])[CH:10]=[C:5]4[N:4]([C:15]([O:17][C:18]([CH3:21])([CH3:20])[CH3:19])=[O:16])[CH:3]=3)=[CH:31][C:24]=12, predict the reactants needed to synthesize it. The reactants are: Br[C:2]1[C:6]2=[N:7][C:8]([O:13][CH3:14])=[C:9]([O:11][CH3:12])[CH:10]=[C:5]2[N:4]([C:15]([O:17][C:18]([CH3:21])([CH3:20])[CH3:19])=[O:16])[CH:3]=1.[Cl:22][C:23]1[CH:28]=[CH:27][N:26]=[C:25]2[N:29]([S:45]([C:48]3[CH:53]=[CH:52][C:51]([CH3:54])=[CH:50][CH:49]=3)(=[O:47])=[O:46])[C:30]([Sn](CCCC)(CCCC)CCCC)=[CH:31][C:24]=12.N#N. (6) Given the product [Br:13][C:10]1[CH:11]=[CH:12][C:7]([O:6][CH2:5][C:4]([OH:3])=[O:22])=[C:8]([CH2:14][N:15]2[CH2:16][C:17](=[O:19])[N:31]([CH2:23][CH2:24][C:25]3[CH:30]=[CH:29][CH:28]=[CH:27][CH:26]=3)[C:32]2=[O:33])[CH:9]=1, predict the reactants needed to synthesize it. The reactants are: C([O:3][C:4](=[O:22])[CH2:5][O:6][C:7]1[CH:12]=[CH:11][C:10]([Br:13])=[CH:9][C:8]=1[CH2:14][NH:15][CH2:16][C:17]([O:19]CC)=O)C.[CH2:23]([N:31]=[C:32]=[O:33])[CH2:24][C:25]1[CH:30]=[CH:29][CH:28]=[CH:27][CH:26]=1. (7) Given the product [N:16]1([C:8]2([C:12]#[N:13])[CH2:9][CH2:10][C:5]3([O:4][CH2:3][CH2:2][O:1]3)[CH2:6][CH2:7]2)[CH2:19][CH2:18][CH2:17]1, predict the reactants needed to synthesize it. The reactants are: [O:1]1[C:5]2([CH2:10][CH2:9][C:8](=O)[CH2:7][CH2:6]2)[O:4][CH2:3][CH2:2]1.[C-:12]#[N:13].[K+].Cl.[NH:16]1[CH2:19][CH2:18][CH2:17]1. (8) Given the product [OH:18][CH2:17][CH2:16][N:3]1[CH2:2][CH:1]2[CH:5]([CH:6]2[NH:7][C:8](=[O:14])[O:9][C:10]([CH3:11])([CH3:13])[CH3:12])[CH2:4]1, predict the reactants needed to synthesize it. The reactants are: [CH:1]12[CH:6]([NH:7][C:8](=[O:14])[O:9][C:10]([CH3:13])([CH3:12])[CH3:11])[CH:5]1[CH2:4][NH:3][CH2:2]2.Br[CH2:16][CH2:17][OH:18].C(Cl)(Cl)Cl.CO.